Dataset: Reaction yield outcomes from USPTO patents with 853,638 reactions. Task: Predict the reaction yield, written as a fraction of the theoretical maximum amount of product (1.0 means a 100% yield; for example, 0.34 means a 34% yield). (1) The reactants are Br[C:2]1[CH:3]=[C:4]2[C:8](=[CH:9][CH:10]=1)[NH:7][C:6](=[O:11])[CH2:5]2.[Cl:12][C:13]1[CH:14]=[C:15](B(O)O)[CH:16]=[CH:17][CH:18]=1.C(=O)([O-])[O-].[Na+].[Na+]. The catalyst is C(COC)OC.O.[Pd].C1(P(C2C=CC=CC=2)C2C=CC=CC=2)C=CC=CC=1.C1(P(C2C=CC=CC=2)C2C=CC=CC=2)C=CC=CC=1.C1(P(C2C=CC=CC=2)C2C=CC=CC=2)C=CC=CC=1.C1(P(C2C=CC=CC=2)C2C=CC=CC=2)C=CC=CC=1. The product is [Cl:12][C:13]1[CH:18]=[C:17]([C:2]2[CH:3]=[C:4]3[C:8](=[CH:9][CH:10]=2)[NH:7][C:6](=[O:11])[CH2:5]3)[CH:16]=[CH:15][CH:14]=1. The yield is 0.860. (2) The reactants are [CH3:1][O:2][C:3](=[O:13])[C:4]1[CH:9]=[CH:8][C:7]([C:10](=[O:12])[CH3:11])=[CH:6][CH:5]=1.Br.CS(C)=[O:17]. The catalyst is O. The product is [O:17]=[CH:11][C:10]([C:7]1[CH:8]=[CH:9][C:4]([C:3]([O:2][CH3:1])=[O:13])=[CH:5][CH:6]=1)=[O:12]. The yield is 0.790.